Dataset: Full USPTO retrosynthesis dataset with 1.9M reactions from patents (1976-2016). Task: Predict the reactants needed to synthesize the given product. (1) The reactants are: [Br:1][C:2]1[CH:3]=[CH:4][C:5]([CH2:8][CH2:9][C:10]([CH3:18])([S:14]([CH3:17])(=[O:16])=[O:15])[C:11](O)=[O:12])=[N:6][CH:7]=1.C[Si](C)(C)[O:21][NH2:22].BrC1C=CC(CCC(C)(S(C)(=O)=O)C(NO)=O)=CC=1. Given the product [Br:1][C:2]1[CH:3]=[CH:4][C:5]([CH2:8][CH2:9][C:10]([CH3:18])([S:14]([CH3:17])(=[O:16])=[O:15])[C:11]([NH:22][OH:21])=[O:12])=[N:6][CH:7]=1, predict the reactants needed to synthesize it. (2) The reactants are: [CH:1]([C:3]1[CH:10]=[CH:9][C:6]([C:7]#[N:8])=[CH:5][C:4]=1[OH:11])=[O:2].C(=O)([O-])[O-].[K+].[K+].[CH2:18](Br)[C:19]1[CH:24]=[CH:23][CH:22]=[CH:21][CH:20]=1.Cl. Given the product [CH2:18]([O:11][C:4]1[CH:5]=[C:6]([CH:9]=[CH:10][C:3]=1[CH:1]=[O:2])[C:7]#[N:8])[C:19]1[CH:24]=[CH:23][CH:22]=[CH:21][CH:20]=1, predict the reactants needed to synthesize it. (3) Given the product [OH:8][C:9]1[C:14](=[O:15])[N:13]=[C:12]([CH2:16][C:17]2([C:22]3[CH:27]=[CH:26][CH:25]=[CH:24][N:23]=3)[CH2:18][CH2:19][CH2:20][CH2:21]2)[N:11]2[CH2:28][CH2:29][N:30]([CH3:33])[C:31](=[O:32])[C:10]=12, predict the reactants needed to synthesize it. The reactants are: C([O:8][C:9]1[C:14](=[O:15])[N:13]=[C:12]([CH2:16][C:17]2([C:22]3[CH:27]=[CH:26][CH:25]=[CH:24][N:23]=3)[CH2:21][CH2:20][CH2:19][CH2:18]2)[N:11]2[CH2:28][CH2:29][N:30]([CH2:33]C3CC3)[C:31](=[O:32])[C:10]=12)C1C=CC=CC=1.[H][H].CO.